Dataset: Reaction yield outcomes from USPTO patents with 853,638 reactions. Task: Predict the reaction yield, written as a fraction of the theoretical maximum amount of product (1.0 means a 100% yield; for example, 0.34 means a 34% yield). (1) The reactants are Cl.[CH3:2][O:3][C:4](=[O:9])[C@H:5]([CH2:7][OH:8])[NH2:6].[CH3:10][C:11]1[CH:12]=[C:13]([CH:17]=[CH:18][C:19]=1[N+:20]([O-:22])=[O:21])[C:14](O)=[O:15].CCN=C=NCCCN(C)C.Cl.C(N(CC)C(C)C)(C)C. The catalyst is CN(C1C=CN=CC=1)C.ClCCl. The product is [CH3:2][O:3][C:4](=[O:9])[C@H:5]([CH2:7][OH:8])[NH:6][C:14](=[O:15])[C:13]1[CH:17]=[CH:18][C:19]([N+:20]([O-:22])=[O:21])=[C:11]([CH3:10])[CH:12]=1. The yield is 0.880. (2) The reactants are C([O-])=O.[NH4+].C([N:12]1[CH2:17][CH2:16][C:15]2([C:25]3[C:20](=[CH:21][CH:22]=[CH:23][C:24]=3[C@H:26]3[CH2:30][CH2:29][CH2:28][N:27]3[C:31]([O:33][C:34]([CH3:37])([CH3:36])[CH3:35])=[O:32])[N:19]([C:38]3[C:39]4[C@H:46]([CH3:47])[CH2:45][CH2:44][C:40]=4[N:41]=[CH:42][N:43]=3)[CH2:18]2)[CH2:14][CH2:13]1)C1C=CC=CC=1. The catalyst is [Pd].CO. The product is [CH3:47][C@H:46]1[C:39]2[C:38]([N:19]3[C:20]4[C:25](=[C:24]([C@H:26]5[CH2:30][CH2:29][CH2:28][N:27]5[C:31]([O:33][C:34]([CH3:35])([CH3:37])[CH3:36])=[O:32])[CH:23]=[CH:22][CH:21]=4)[C:15]4([CH2:16][CH2:17][NH:12][CH2:13][CH2:14]4)[CH2:18]3)=[N:43][CH:42]=[N:41][C:40]=2[CH2:44][CH2:45]1. The yield is 0.630.